From a dataset of Forward reaction prediction with 1.9M reactions from USPTO patents (1976-2016). Predict the product of the given reaction. (1) Given the reactants [Br:1][C:2]1[N:7]=[C:6]([CH2:8]O)[CH:5]=[CH:4][CH:3]=1.C1(P(C2C=CC=CC=2)C2C=CC=CC=2)C=CC=CC=1.C(Br)(Br)(Br)[Br:30], predict the reaction product. The product is: [Br:1][C:2]1[CH:3]=[CH:4][CH:5]=[C:6]([CH2:8][Br:30])[N:7]=1. (2) Given the reactants [F:1][C:2]1[CH:7]=[C:6]([F:8])[CH:5]=[CH:4][C:3]=1[N:9]1[CH:13]([C:14]2[CH:19]=[CH:18][C:17]([N:20]3[CH2:25][CH2:24][N:23](C(OC(C)(C)C)=O)[CH2:22][CH2:21]3)=[CH:16][CH:15]=2)[CH2:12][C:11]([C:33]([C:39]([F:42])([F:41])[F:40])([C:35]([F:38])([F:37])[F:36])[OH:34])=[N:10]1.[ClH:43], predict the reaction product. The product is: [ClH:43].[F:1][C:2]1[CH:7]=[C:6]([F:8])[CH:5]=[CH:4][C:3]=1[N:9]1[CH:13]([C:14]2[CH:15]=[CH:16][C:17]([N:20]3[CH2:21][CH2:22][NH:23][CH2:24][CH2:25]3)=[CH:18][CH:19]=2)[CH2:12][C:11]([C:33]([C:35]([F:36])([F:37])[F:38])([C:39]([F:41])([F:40])[F:42])[OH:34])=[N:10]1. (3) Given the reactants Cl[CH2:2][CH2:3][C:4]1[C:9](=[O:10])[N:8]2[CH2:11][CH2:12][CH2:13][CH:14]([OH:15])[C:7]2=[N:6][C:5]=1[CH3:16].Cl.[F:18][C:19]1[CH:33]=[CH:32][C:22]2[C:23]([CH:26]3[CH2:31][CH2:30][NH:29][CH2:28][CH2:27]3)=[N:24][O:25][C:21]=2[CH:20]=1.C(NC(C)C)(C)C, predict the reaction product. The product is: [F:18][C:19]1[CH:33]=[CH:32][C:22]2[C:23]([CH:26]3[CH2:27][CH2:28][N:29]([CH2:2][CH2:3][C:4]4[C:9](=[O:10])[N:8]5[CH2:11][CH2:12][CH2:13][CH:14]([OH:15])[C:7]5=[N:6][C:5]=4[CH3:16])[CH2:30][CH2:31]3)=[N:24][O:25][C:21]=2[CH:20]=1. (4) Given the reactants C([O:3][C:4](=[O:33])[CH2:5][CH:6]([N:10]1[C:18]2[C:13](=[CH:14][C:15]([NH:19][C:20](=[O:32])[CH2:21][C:22]3[CH:31]=[CH:30][C:29]4[CH2:28][CH2:27][CH2:26][NH:25][C:24]=4[N:23]=3)=[CH:16][CH:17]=2)[CH:12]=[CH:11]1)[CH2:7][CH2:8][CH3:9])C.[OH-].[Na+], predict the reaction product. The product is: [N:23]1[C:24]2[NH:25][CH2:26][CH2:27][CH2:28][C:29]=2[CH:30]=[CH:31][C:22]=1[CH2:21][C:20]([NH:19][C:15]1[CH:14]=[C:13]2[C:18](=[CH:17][CH:16]=1)[N:10]([CH:6]([CH2:7][CH2:8][CH3:9])[CH2:5][C:4]([OH:33])=[O:3])[CH:11]=[CH:12]2)=[O:32].